This data is from Reaction yield outcomes from USPTO patents with 853,638 reactions. The task is: Predict the reaction yield, written as a fraction of the theoretical maximum amount of product (1.0 means a 100% yield; for example, 0.34 means a 34% yield). The reactants are [C:1]([C:5]1[CH:6]=[C:7]([CH:10]=[C:11]([C:14]([CH3:17])([CH3:16])[CH3:15])[C:12]=1[OH:13])[CH:8]=[O:9])([CH3:4])([CH3:3])[CH3:2].C(N(CC)CC)C.[CH2:25]([N:27]=[C:28]=[O:29])[CH3:26].OC1C=CC=CC=1C=O. No catalyst specified. The product is [CH2:25]([NH:27][C:28]([O:13][C:12]1[C:5]([C:1]([CH3:4])([CH3:3])[CH3:2])=[CH:6][C:7]([CH:8]=[O:9])=[CH:10][C:11]=1[C:14]([CH3:17])([CH3:16])[CH3:15])=[O:29])[CH3:26]. The yield is 0.960.